From a dataset of Catalyst prediction with 721,799 reactions and 888 catalyst types from USPTO. Predict which catalyst facilitates the given reaction. (1) Reactant: [F:1][C:2]1[CH:3]=[C:4]([CH:19]=[C:20]([F:22])[CH:21]=1)[C:5]([O:7][C:8]12[CH2:15][CH2:14][C:11]([C:16](O)=[O:17])([CH2:12][CH2:13]1)[CH2:10][CH2:9]2)=[O:6].B.C1COCC1.C([O-])(O)=O.[Na+]. Product: [F:1][C:2]1[CH:3]=[C:4]([CH:19]=[C:20]([F:22])[CH:21]=1)[C:5]([O:7][C:8]12[CH2:9][CH2:10][C:11]([CH2:16][OH:17])([CH2:12][CH2:13]1)[CH2:14][CH2:15]2)=[O:6]. The catalyst class is: 1. (2) Reactant: CS([CH:5]1[CH2:10][CH2:9][C:8](=O)[CH2:7][CH2:6]1)(=O)=O.[N:12]1[CH:17]=[CH:16][CH:15]=[CH:14][C:13]=1CN.CC(C)(O)[C:22]#[N:23].[CH2:26]([N:28](CC)CC)C. Product: [N:12]1[CH:13]=[CH:14][CH:15]=[C:16]([CH2:26][N:28]2[CH:8]3[CH2:9][CH2:10][C:5]2([C:22]#[N:23])[CH2:6][CH2:7]3)[CH:17]=1. The catalyst class is: 5. (3) Reactant: [CH3:1][C:2]1[CH:3]=[CH:4][C:5]([C:21]([NH:23][C:24]2[CH:25]=[C:26]([C:36]([F:39])([F:38])[F:37])[CH:27]=[C:28]([N:30]3[CH:34]=[N:33][C:32]([CH3:35])=[CH:31]3)[CH:29]=2)=[O:22])=[CH:6][C:7]=1[NH:8][C:9]1[N:10]=[CH:11][CH:12]=[C:13]([C:15]2[CH:16]=[CH:17][CH:18]=[N:19][CH:20]=2)[N:14]=1.[ClH:40]. Product: [CH3:1][C:2]1[CH:3]=[CH:4][C:5]([C:21]([NH:23][C:24]2[CH:29]=[C:28]([N:30]3[CH:34]=[N:33][C:32]([CH3:35])=[CH:31]3)[CH:27]=[C:26]([C:36]([F:37])([F:39])[F:38])[CH:25]=2)=[O:22])=[CH:6][C:7]=1[NH:8][C:9]1[N:14]=[C:13]([C:15]2[CH:16]=[CH:17][CH:18]=[N:19][CH:20]=2)[CH:12]=[CH:11][N:10]=1.[ClH:40]. The catalyst class is: 6. (4) Reactant: [NH2:1][CH2:2][CH2:3][CH2:4][C@@H:5]([NH:9][C:10]([O:12][C:13]([CH3:16])([CH3:15])[CH3:14])=[O:11])[C:6]([OH:8])=[O:7].O.C(=O)(O)[O-].[Na+].[C:23](=O)([O:39]N1C(=O)CCC1=O)[O:24][CH2:25][CH:26]1[C:38]2[CH:37]=[CH:36][CH:35]=[CH:34][C:33]=2[C:32]2[C:27]1=[CH:28][CH:29]=[CH:30][CH:31]=2. Product: [CH:37]1[C:38]2[CH:26]([CH2:25][O:24][C:23]([NH:1][CH2:2][CH2:3][CH2:4][C@@H:5]([NH:9][C:10]([O:12][C:13]([CH3:16])([CH3:15])[CH3:14])=[O:11])[C:6]([OH:8])=[O:7])=[O:39])[C:27]3[C:32](=[CH:31][CH:30]=[CH:29][CH:28]=3)[C:33]=2[CH:34]=[CH:35][CH:36]=1. The catalyst class is: 1. (5) Reactant: [H-].[Na+].[CH:3]1([CH2:6][OH:7])[CH2:5][CH2:4]1.CS(O[CH2:13][CH2:14][NH:15][S:16]([C:19]1[CH:24]=[CH:23][C:22]([I:25])=[CH:21][CH:20]=1)(=[O:18])=[O:17])(=O)=O. Product: [CH:3]1([CH2:6][O:7][CH2:13][CH2:14][NH:15][S:16]([C:19]2[CH:24]=[CH:23][C:22]([I:25])=[CH:21][CH:20]=2)(=[O:17])=[O:18])[CH2:5][CH2:4]1. The catalyst class is: 3. (6) Reactant: O[CH2:2][CH:3]1[C:20]2[C@:15]([CH3:22])([CH:16]=[CH:17][C:18](=[O:21])[CH:19]=2)[C@@H:14]2[C@H:5]([C@H:6]3[C@@:10]([CH2:12][CH2:13]2)([CH3:11])[C:9](=[O:23])[CH2:8][CH2:7]3)[CH2:4]1.C12(CS(O)(=O)=O)C(C)(C)C(CC1)CC2=O.C(=O)(O)[O-].[Na+]. Product: [CH3:11][C@@:10]12[C:9](=[O:23])[CH2:8][CH2:7][C@H:6]1[C@@H:5]1[CH2:4][C:3]([C:20]3[C@@:15]([CH3:22])([C@H:14]1[CH2:13][CH2:12]2)[CH:16]=[CH:17][C:18](=[O:21])[CH:19]=3)=[CH2:2]. The catalyst class is: 11. (7) Reactant: [Br:1][C:2]1[CH:3]=[CH:4][C:5]([OH:18])=[C:6]([C:8](=[O:17])[CH2:9][C:10]2[CH:15]=[CH:14][C:13]([F:16])=[CH:12][CH:11]=2)[CH:7]=1.[C:19]([O-])(=O)[CH3:20].[Na+]. Product: [Br:1][C:2]1[CH:7]=[C:6]2[C:5](=[CH:4][CH:3]=1)[O:18][C:19]([CH3:20])=[C:9]([C:10]1[CH:15]=[CH:14][C:13]([F:16])=[CH:12][CH:11]=1)[C:8]2=[O:17]. The catalyst class is: 152. (8) Reactant: [F:1][C:2]1[CH:3]=[C:4]([C:12]2[C:21]3[C:16](=[CH:17][CH:18]=[C:19]([O:22]COCC[Si](C)(C)C)[CH:20]=3)[C:15](=[O:31])[NH:14][CH:13]=2)[CH:5]=[CH:6][C:7]=1[C:8]([F:11])([F:10])[F:9].Br[C:33]1[CH:34]=[C:35]([CH:38]=[CH:39][CH:40]=1)[C:36]#[N:37].N1CCC[C@H]1C(O)=O.C(=O)([O-])[O-].[K+].[K+]. Product: [F:1][C:2]1[CH:3]=[C:4]([C:12]2[C:21]3[C:16](=[CH:17][CH:18]=[C:19]([OH:22])[CH:20]=3)[C:15](=[O:31])[N:14]([C:33]3[CH:34]=[C:35]([CH:38]=[CH:39][CH:40]=3)[C:36]#[N:37])[CH:13]=2)[CH:5]=[CH:6][C:7]=1[C:8]([F:9])([F:10])[F:11]. The catalyst class is: 419.